The task is: Predict the reaction yield, written as a fraction of the theoretical maximum amount of product (1.0 means a 100% yield; for example, 0.34 means a 34% yield).. This data is from Reaction yield outcomes from USPTO patents with 853,638 reactions. (1) The reactants are Br[C:2]1[CH:26]=[CH:25][C:5]([O:6][C:7]2[CH:14]=[C:13]([O:15][CH2:16][CH2:17][O:18][CH:19]3[CH2:24][CH2:23][CH2:22][CH2:21][O:20]3)[C:10]([C:11]#[N:12])=[CH:9][N:8]=2)=[CH:4][C:3]=1[CH:27]=[O:28].[B:29]1([B:29]2[O:33][C:32]([CH3:35])([CH3:34])[C:31]([CH3:37])([CH3:36])[O:30]2)[O:33][C:32]([CH3:35])([CH3:34])[C:31]([CH3:37])([CH3:36])[O:30]1.C([O-])(=O)C.[K+]. The catalyst is O1CCOCC1.C1C=CC(P(C2C=CC=CC=2)[C-]2C=CC=C2)=CC=1.C1C=CC(P(C2C=CC=CC=2)[C-]2C=CC=C2)=CC=1.Cl[Pd]Cl.[Fe+2]. The product is [CH:27]([C:3]1[CH:4]=[C:5]([CH:25]=[CH:26][C:2]=1[B:29]1[O:33][C:32]([CH3:35])([CH3:34])[C:31]([CH3:37])([CH3:36])[O:30]1)[O:6][C:7]1[CH:14]=[C:13]([O:15][CH2:16][CH2:17][O:18][CH:19]2[CH2:24][CH2:23][CH2:22][CH2:21][O:20]2)[C:10]([C:11]#[N:12])=[CH:9][N:8]=1)=[O:28]. The yield is 0.640. (2) The yield is 0.950. The product is [C:12](=[O:13])([O:10][C:3]1[CH:4]=[CH:5][C:6]([N+:7]([O-:9])=[O:8])=[CH:1][CH:2]=1)[O:14][CH2:15][Cl:16]. The reactants are [CH:1]1[C:6]([N+:7]([O-:9])=[O:8])=[CH:5][CH:4]=[C:3]([OH:10])[CH:2]=1.Cl[C:12]([O:14][CH2:15][Cl:16])=[O:13].C(N(CC)CC)C. The catalyst is O1CCCC1. (3) The reactants are [CH3:1][C:2]1[CH:7]=[CH:6][CH:5]=[C:4]([CH3:8])[C:3]=1[C:9]1[CH:19]=[CH:18][C:12]2[N:13]=[C:14]([NH2:17])[N:15]=[N:16][C:11]=2[CH:10]=1.S(=O)(=O)(O)N. The catalyst is NC1C=CC=CC=1. The product is [CH3:1][C:2]1[CH:7]=[CH:6][CH:5]=[C:4]([CH3:8])[C:3]=1[C:9]1[CH:19]=[CH:18][C:12]2[N:13]=[C:14]([NH:17][C:2]3[CH:7]=[CH:6][CH:5]=[CH:4][CH:3]=3)[N:15]=[N:16][C:11]=2[CH:10]=1. The yield is 0.320.